Dataset: Peptide-MHC class I binding affinity with 185,985 pairs from IEDB/IMGT. Task: Regression. Given a peptide amino acid sequence and an MHC pseudo amino acid sequence, predict their binding affinity value. This is MHC class I binding data. (1) The peptide sequence is FPLQEGSHL. The MHC is HLA-B35:01 with pseudo-sequence HLA-B35:01. The binding affinity (normalized) is 0.442. (2) The peptide sequence is NYNYKYRYL. The MHC is HLA-A29:02 with pseudo-sequence HLA-A29:02. The binding affinity (normalized) is 0.253. (3) The peptide sequence is KLGKAGYVV. The MHC is HLA-A02:19 with pseudo-sequence HLA-A02:19. The binding affinity (normalized) is 0.560. (4) The peptide sequence is NIILKANF. The MHC is HLA-A30:02 with pseudo-sequence HLA-A30:02. The binding affinity (normalized) is 0. (5) The peptide sequence is YMPYVFTLL. The MHC is HLA-A02:01 with pseudo-sequence HLA-A02:01. The binding affinity (normalized) is 0.861. (6) The peptide sequence is LSTVLGVSIL. The MHC is Mamu-A02 with pseudo-sequence Mamu-A02. The binding affinity (normalized) is 0.864. (7) The peptide sequence is KYMLKHVVW. The MHC is Mamu-B52 with pseudo-sequence Mamu-B52. The binding affinity (normalized) is 0.449. (8) The peptide sequence is RVYVAQKRK. The MHC is HLA-B57:01 with pseudo-sequence HLA-B57:01. The binding affinity (normalized) is 0.0847. (9) The peptide sequence is IAAAGRLDL. The MHC is Patr-B0101 with pseudo-sequence Patr-B0101. The binding affinity (normalized) is 0.0724. (10) The peptide sequence is WAWPFAAVL. The MHC is HLA-C12:03 with pseudo-sequence HLA-C12:03. The binding affinity (normalized) is 1.00.